This data is from Blood-brain barrier permeability regression values from the B3DB database. The task is: Regression/Classification. Given a drug SMILES string, predict its absorption, distribution, metabolism, or excretion properties. Task type varies by dataset: regression for continuous measurements (e.g., permeability, clearance, half-life) or binary classification for categorical outcomes (e.g., BBB penetration, CYP inhibition). For this dataset (b3db_regression), we predict Y. The drug is C1CC(C1)N2CCC(CC2)OC3=CC=C(C=C3)N4CCN(CC4=O)C(=O)C5=CC=C(C=C5)C(=O)N6CCC6. The Y is -1.00 log(BB ratio).